Dataset: Peptide-MHC class II binding affinity with 134,281 pairs from IEDB. Task: Regression. Given a peptide amino acid sequence and an MHC pseudo amino acid sequence, predict their binding affinity value. This is MHC class II binding data. (1) The peptide sequence is AVIRGKKGAGGITIK. The MHC is HLA-DQA10104-DQB10503 with pseudo-sequence HLA-DQA10104-DQB10503. The binding affinity (normalized) is 0.0941. (2) The peptide sequence is EKKYFLATQFEPLAA. The MHC is HLA-DPA10301-DPB10402 with pseudo-sequence HLA-DPA10301-DPB10402. The binding affinity (normalized) is 0.959. (3) The peptide sequence is SVKRSNGSAEVHRGA. The MHC is DRB3_0202 with pseudo-sequence DRB3_0202. The binding affinity (normalized) is 0.382. (4) The peptide sequence is DEARRMWASAQNISG. The MHC is DRB1_1201 with pseudo-sequence DRB1_1201. The binding affinity (normalized) is 0.0357.